Dataset: Full USPTO retrosynthesis dataset with 1.9M reactions from patents (1976-2016). Task: Predict the reactants needed to synthesize the given product. (1) Given the product [F:44][C:42]([F:43])([F:45])[CH2:41][NH:40][C:39](=[O:46])[O:38][CH2:37][C@@H:34]1[CH2:35][O:36][C@H:31]([CH2:30][CH2:29][C:28]2[C:54]([F:58])=[CH:55][CH:56]=[CH:57][C:27]=2[NH:26][C:5](=[O:6])[C@H:4]([C@H:8]([C:9]2[C:18]3[C:13](=[CH:14][CH:15]=[CH:16][CH:17]=3)[N:12]=[CH:11][CH:10]=2)[C:19]2[CH:24]=[CH:23][C:22]([Cl:25])=[CH:21][CH:20]=2)[NH2:1])[CH2:32][NH:33]1, predict the reactants needed to synthesize it. The reactants are: [N:1]([C@@H:4]([C@@H:8]([C:19]1[CH:24]=[CH:23][C:22]([Cl:25])=[CH:21][CH:20]=1)[C:9]1[C:18]2[C:13](=[CH:14][CH:15]=[CH:16][CH:17]=2)[N:12]=[CH:11][CH:10]=1)[C:5](O)=[O:6])=[N+]=[N-].[NH2:26][C:27]1[CH:57]=[CH:56][CH:55]=[C:54]([F:58])[C:28]=1[CH2:29][CH2:30][C@H:31]1[O:36][CH2:35][C@@H:34]([CH2:37][O:38][C:39](=[O:46])[NH:40][CH2:41][C:42]([F:45])([F:44])[F:43])[N:33](C(OC(C)(C)C)=O)[CH2:32]1. (2) Given the product [Cl:18][C:15]1[CH:14]=[CH:13][C:12]([C:9]2[CH:10]=[C:11]3[C:6](=[N:7][C:8]=2[C:19]2[CH:24]=[CH:23][C:22]([Cl:25])=[CH:21][C:20]=2[Cl:26])[N:5]([CH2:27][CH:28]([CH3:29])[CH3:30])[C:4](=[O:31])[C:3]([CH3:32])=[C:2]3[NH:1][C:35](=[O:37])[CH3:36])=[CH:17][CH:16]=1, predict the reactants needed to synthesize it. The reactants are: [NH2:1][C:2]1[C:11]2[C:6](=[N:7][C:8]([C:19]3[CH:24]=[CH:23][C:22]([Cl:25])=[CH:21][C:20]=3[Cl:26])=[C:9]([C:12]3[CH:17]=[CH:16][C:15]([Cl:18])=[CH:14][CH:13]=3)[CH:10]=2)[N:5]([CH2:27][CH:28]([CH3:30])[CH3:29])[C:4](=[O:31])[C:3]=1[CH3:32].[H-].[Na+].[C:35](Cl)(=[O:37])[CH3:36]. (3) Given the product [CH3:16][O:17][C:18](=[O:27])[C:19]1[CH:24]=[CH:23][CH:22]=[C:21]([CH2:25][N:1]2[CH2:6][CH2:5][CH:4]([C:7]3[C:15]4[C:10](=[CH:11][CH:12]=[CH:13][CH:14]=4)[NH:9][CH:8]=3)[CH2:3][CH2:2]2)[CH:20]=1, predict the reactants needed to synthesize it. The reactants are: [NH:1]1[CH2:6][CH2:5][CH:4]([C:7]2[C:15]3[C:10](=[CH:11][CH:12]=[CH:13][CH:14]=3)[NH:9][CH:8]=2)[CH2:3][CH2:2]1.[CH3:16][O:17][C:18](=[O:27])[C:19]1[CH:24]=[CH:23][CH:22]=[C:21]([CH2:25]Br)[CH:20]=1. (4) Given the product [Cl:10][C:11]1[CH:12]=[C:13]([N:18]2[CH2:23][CH2:22][O:21][CH2:20][CH2:19]2)[N:14]=[C:15]([NH:1][C:2]2[CH:3]=[N:4][CH:5]=[CH:6][CH:7]=2)[N:16]=1, predict the reactants needed to synthesize it. The reactants are: [NH2:1][C:2]1[CH:3]=[N:4][CH:5]=[CH:6][CH:7]=1.[H-].[Na+].[Cl:10][C:11]1[N:16]=[C:15](I)[N:14]=[C:13]([N:18]2[CH2:23][CH2:22][O:21][CH2:20][CH2:19]2)[CH:12]=1.